From a dataset of Full USPTO retrosynthesis dataset with 1.9M reactions from patents (1976-2016). Predict the reactants needed to synthesize the given product. (1) Given the product [CH2:1]([O:3][C:4]([C:5]1([NH:19][C:20](=[O:22])[CH3:21])[CH2:11][C:12]2[C:13](=[CH:14][CH:15]=[CH:16][CH:17]=2)[NH:18][C:6]1=[O:7])=[O:23])[CH3:2], predict the reactants needed to synthesize it. The reactants are: [CH2:1]([O:3][C:4](=[O:23])[C:5]([NH:19][C:20](=[O:22])[CH3:21])([CH2:11][C:12]1[CH:17]=[CH:16][CH:15]=[CH:14][C:13]=1[NH2:18])[C:6](OCC)=[O:7])[CH3:2].O.C1(C)C=CC(S(O)(=O)=O)=CC=1. (2) Given the product [O:22]1[CH2:21][CH:20]1[CH2:18][N:6]1[C:7]2[CH:15]=[CH:14][CH:13]=[CH:12][C:8]=2[CH2:9][CH2:10][C:11]2[CH:1]=[CH:2][CH:3]=[CH:4][C:5]1=2, predict the reactants needed to synthesize it. The reactants are: [CH:1]1[C:11]2[CH2:10][CH2:9][C:8]3[CH:12]=[CH:13][CH:14]=[CH:15][C:7]=3[NH:6][C:5]=2[CH:4]=[CH:3][CH:2]=1.[NH2-].[Na+].[CH2:18]([CH:20]1[O:22][CH2:21]1)Cl.Cl. (3) Given the product [Br:6][C:7]1[C:8]([NH:15][C@H:16]2[CH2:21][CH2:20][CH2:19][N:18]([C:47](=[O:48])[CH2:46][C:44]#[N:45])[CH2:17]2)=[N:9][C:10]([S:13][CH3:14])=[N:11][CH:12]=1, predict the reactants needed to synthesize it. The reactants are: O1CCCC1.[Br:6][C:7]1[C:8]([NH:15][C@H:16]2[CH2:21][CH2:20][CH2:19][NH:18][CH2:17]2)=[N:9][C:10]([S:13][CH3:14])=[N:11][CH:12]=1.N1(C2CCCCCCCCCC2)CCCCCCCCCN1.[C:44]([CH2:46][C:47](OCC)=[O:48])#[N:45].